From a dataset of Catalyst prediction with 721,799 reactions and 888 catalyst types from USPTO. Predict which catalyst facilitates the given reaction. (1) Product: [Cl:17][CH2:2][CH2:3][N:4]1[CH2:13][CH2:12][C:11]2[C:6](=[CH:7][CH:8]=[CH:9][CH:10]=2)[C:5]1=[O:14]. The catalyst class is: 22. Reactant: O[CH2:2][CH2:3][N:4]1[CH2:13][CH2:12][C:11]2[C:6](=[CH:7][CH:8]=[CH:9][CH:10]=2)[C:5]1=[O:14].O=S(Cl)[Cl:17]. (2) Reactant: [OH-].[Na+].Cl.[NH2:4][CH2:5][CH2:6][N:7]1[C:11]2[CH:12]=[CH:13][CH:14]=[CH:15][C:10]=2[NH:9][C:8]1=[O:16].[C:17](OC(=O)C)(=[O:19])[CH3:18].Cl. Product: [O:16]=[C:8]1[N:7]([CH2:6][CH2:5][NH:4][C:17](=[O:19])[CH3:18])[C:11]2[CH:12]=[CH:13][CH:14]=[CH:15][C:10]=2[NH:9]1. The catalyst class is: 127.